This data is from CYP2D6 inhibition data for predicting drug metabolism from PubChem BioAssay. The task is: Regression/Classification. Given a drug SMILES string, predict its absorption, distribution, metabolism, or excretion properties. Task type varies by dataset: regression for continuous measurements (e.g., permeability, clearance, half-life) or binary classification for categorical outcomes (e.g., BBB penetration, CYP inhibition). Dataset: cyp2d6_veith. (1) The compound is CC(C)Nc1nc(NC(C)(C)C)nc(Oc2ccc(=O)n(-c3ccccc3)n2)n1. The result is 0 (non-inhibitor). (2) The molecule is Cc1c(NC(=O)NC(C)N2C(=O)C3C4C=CC(C4)C3C2=O)c(=O)n(-c2ccccc2)n1C. The result is 0 (non-inhibitor). (3) The compound is Cc1cccc(CSCCNC(=O)CSCc2ccc([N+](=O)[O-])cc2)c1. The result is 1 (inhibitor). (4) The drug is O=C(OCC(=O)N1CCOCC1)c1ccc(Cl)nc1. The result is 0 (non-inhibitor). (5) The result is 0 (non-inhibitor). The drug is Cc1nc2cnc(Nc3ccccc3)nc2n(CCc2ccccc2)c1=O.